Dataset: Full USPTO retrosynthesis dataset with 1.9M reactions from patents (1976-2016). Task: Predict the reactants needed to synthesize the given product. (1) Given the product [I:1][C:2]1[CH:3]=[C:4]([N:8]([CH2:43][O:42][CH2:41][CH2:40][Si:36]([CH3:38])([CH3:37])[CH3:35])[C:9]2[O:13][C:12]([C:14]([N:16]([C:17]3[CH:18]=[N:19][C:20]([N:23]4[CH2:24][CH2:25][O:26][CH2:27][CH2:28]4)=[CH:21][CH:22]=3)[CH2:32][O:33][CH2:34][CH2:35][Si:36]([CH3:39])([CH3:38])[CH3:37])=[O:15])=[N:11][N:10]=2)[CH:5]=[CH:6][CH:7]=1, predict the reactants needed to synthesize it. The reactants are: [I:1][C:2]1[CH:3]=[C:4]([NH:8][C:9]2[O:13][C:12]([C:14]([NH:16][C:17]3[CH:18]=[N:19][C:20]([N:23]4[CH2:28][CH2:27][O:26][CH2:25][CH2:24]4)=[CH:21][CH:22]=3)=[O:15])=[N:11][N:10]=2)[CH:5]=[CH:6][CH:7]=1.[H-].[Na+].Cl[CH2:32][O:33][CH2:34][CH2:35][Si:36]([CH3:39])([CH3:38])[CH3:37].[CH3:40][CH2:41][O:42][CH2:43]C. (2) Given the product [CH3:42][S:43]([O:1][CH2:2][CH2:3][CH2:4][O:5][C:6]1[CH:11]=[CH:10][C:9]([C:12]2[N:17]=[C:16]([C:18]#[N:19])[C:15]3[N:20]=[CH:21][N:22]([CH:23]4[CH2:28][CH2:27][CH2:26][CH2:25][O:24]4)[C:14]=3[CH:13]=2)=[CH:8][C:7]=1[C:29]([F:31])([F:30])[F:32])(=[O:45])=[O:44], predict the reactants needed to synthesize it. The reactants are: [OH:1][CH2:2][CH2:3][CH2:4][O:5][C:6]1[CH:11]=[CH:10][C:9]([C:12]2[N:17]=[C:16]([C:18]#[N:19])[C:15]3[N:20]=[CH:21][N:22]([CH:23]4[CH2:28][CH2:27][CH2:26][CH2:25][O:24]4)[C:14]=3[CH:13]=2)=[CH:8][C:7]=1[C:29]([F:32])([F:31])[F:30].CCN(C(C)C)C(C)C.[CH3:42][S:43](Cl)(=[O:45])=[O:44]. (3) Given the product [CH:10]1([O:15][C:17]2[C:30]3[C:25]([CH:24]=[C:23]4[C:18]=2[CH:19]=[CH:20][CH:21]=[CH:22]4)=[CH:26][CH:27]=[CH:28][CH:29]=3)[CH2:14][CH2:13][CH2:12][CH2:11]1, predict the reactants needed to synthesize it. The reactants are: [H-].[Na+].C1(C)C=CC=CC=1.[CH:10]1([OH:15])[CH2:14][CH2:13][CH2:12][CH2:11]1.Br[C:17]1[C:18]2[C:23]([CH:24]=[C:25]3[C:30]=1[CH:29]=[CH:28][CH:27]=[CH:26]3)=[CH:22][CH:21]=[CH:20][CH:19]=2. (4) Given the product [CH:27]1[C:22]2[CH2:21][CH2:20][C:19]3[CH:28]=[CH:29][CH:30]=[CH:31][C:18]=3[C:17](=[C:5]([C:6]3[CH:11]=[CH:10][CH:9]=[C:8]([NH:12][S:13]([CH3:16])(=[O:15])=[O:14])[CH:7]=3)[C:4]([OH:32])=[O:3])[C:23]=2[CH:24]=[CH:25][CH:26]=1, predict the reactants needed to synthesize it. The reactants are: C([O:3][C:4](=[O:32])[C:5](=[C:17]1[C:23]2[CH:24]=[CH:25][CH:26]=[CH:27][C:22]=2[CH2:21][CH2:20][C:19]2[CH:28]=[CH:29][CH:30]=[CH:31][C:18]1=2)[C:6]1[CH:11]=[CH:10][CH:9]=[C:8]([NH:12][S:13]([CH3:16])(=[O:15])=[O:14])[CH:7]=1)C.[OH-].[Na+]. (5) Given the product [NH:32]1[C:1]([C:3]2[CH:4]=[C:5]([C:26]3[CH:31]=[CH:30][CH:29]=[CH:28][CH:27]=3)[CH:6]=[CH:7][C:8]=2[NH:9][C:10](=[O:25])[C:11]2[CH:16]=[C:15]([C:17]([F:18])([F:19])[F:20])[CH:14]=[C:13]([C:21]([F:24])([F:22])[F:23])[CH:12]=2)=[N:2][N:34]=[N:33]1, predict the reactants needed to synthesize it. The reactants are: [C:1]([C:3]1[CH:4]=[C:5]([C:26]2[CH:31]=[CH:30][CH:29]=[CH:28][CH:27]=2)[CH:6]=[CH:7][C:8]=1[NH:9][C:10](=[O:25])[C:11]1[CH:16]=[C:15]([C:17]([F:20])([F:19])[F:18])[CH:14]=[C:13]([C:21]([F:24])([F:23])[F:22])[CH:12]=1)#[N:2].[N-:32]=[N+:33]=[N-:34].[Na+].Cl.C(N(CC)CC)C.OS([O-])(=O)=O.[K+].